From a dataset of Catalyst prediction with 721,799 reactions and 888 catalyst types from USPTO. Predict which catalyst facilitates the given reaction. (1) Reactant: [F:1][C:2]1[CH:11]=[C:10]([F:12])[CH:9]=[C:8]2[C:3]=1[C:4]([CH3:14])(O)[CH2:5][CH2:6][O:7]2.FC(F)(F)C(O)=O.[CH3:22][S:23][CH2:24][C:25]1[CH:26]=[CH:27][CH:28]=[C:29]2[C:33]=1[NH:32][CH:31]=[CH:30]2. Product: [F:1][C:2]1[CH:11]=[C:10]([F:12])[CH:9]=[C:8]2[C:3]=1[C:4]([C:30]1[C:29]3[C:33](=[C:25]([CH2:24][S:23][CH3:22])[CH:26]=[CH:27][CH:28]=3)[NH:32][CH:31]=1)([CH3:14])[CH2:5][CH2:6][O:7]2. The catalyst class is: 4. (2) Reactant: N#N.[Si]([O:10][CH2:11][C:12]1[N:13]=[C:14]([C:17]([O:20][CH3:21])([CH3:19])[CH3:18])[O:15][CH:16]=1)(C(C)(C)C)(C)C.CCCC[N+](CCCC)(CCCC)CCCC.[F-]. Product: [CH3:21][O:20][C:17]([C:14]1[O:15][CH:16]=[C:12]([CH2:11][OH:10])[N:13]=1)([CH3:19])[CH3:18]. The catalyst class is: 721. (3) Reactant: [Br:1][C:2]1[CH:10]=[C:9]2[C:5]([CH:6]=[N:7][NH:8]2)=[CH:4][C:3]=1[O:11][C:12]1[CH:17]=[CH:16][C:15]([F:18])=[CH:14][C:13]=1[F:19].C(=O)([O-])[O-].[Cs+].[Cs+].Cl[CH2:27][C:28](=[O:30])[CH3:29]. Product: [Br:1][C:2]1[CH:10]=[C:9]2[C:5]([CH:6]=[N:7][N:8]2[CH2:27][C:28](=[O:30])[CH3:29])=[CH:4][C:3]=1[O:11][C:12]1[CH:17]=[CH:16][C:15]([F:18])=[CH:14][C:13]=1[F:19]. The catalyst class is: 18. (4) The catalyst class is: 4. Reactant: [CH3:1][O:2][C:3]1[C:4]([OH:22])=[CH:5][C:6]2[CH2:7][CH2:8][C@@H:9]3[C@@H:18]([C:19]=2[CH:20]=1)[CH2:17][CH2:16][C@@:14]1([CH3:15])[C@H:10]3[CH2:11][CH2:12][C@@H:13]1O.C(N(S(F)(F)[F:29])CC)C. Product: [F:29][C@@H:13]1[CH2:12][CH2:11][C@H:10]2[C@H:9]3[C@H:18]([CH2:17][CH2:16][C@:14]12[CH3:15])[C:19]1[CH:20]=[C:3]([O:2][CH3:1])[C:4]([OH:22])=[CH:5][C:6]=1[CH2:7][CH2:8]3. (5) Reactant: [Cl:1][S:2]([OH:5])(=O)=[O:3].Cl[C:7]1[C:15](F)=[CH:14][CH:13]=[C:12]2[C:8]=1CCN2[C@H]1CCN([C:7]2[CH:15]=[CH:14][CH:13]=[CH:12][CH:8]=2)C1=O. Product: [C:7]1([S:2]([Cl:1])(=[O:5])=[O:3])[CH:15]=[CH:14][CH:13]=[CH:12][CH:8]=1. The catalyst class is: 25.